This data is from Catalyst prediction with 721,799 reactions and 888 catalyst types from USPTO. The task is: Predict which catalyst facilitates the given reaction. The catalyst class is: 170. Product: [Cl:21][C:17]1[CH:18]=[C:19]2[C:14](=[CH:15][CH:16]=1)[N:13]([C:22]([O:24][CH2:25][C:26]1[CH:27]=[CH:28][CH:29]=[CH:30][CH:31]=1)=[O:23])[C:12](=[O:11])[CH2:20]2. Reactant: C(OC([O:11][C:12]1[N:13]([C:22]([O:24][CH2:25][C:26]2[CH:31]=[CH:30][CH:29]=[CH:28][CH:27]=2)=[O:23])[C:14]2[C:19]([CH:20]=1)=[CH:18][C:17]([Cl:21])=[CH:16][CH:15]=2)=O)C1C=CC=CC=1.N.O1CCOCC1.